From a dataset of Full USPTO retrosynthesis dataset with 1.9M reactions from patents (1976-2016). Predict the reactants needed to synthesize the given product. (1) The reactants are: C(OC([N:8]1[CH2:14][CH2:13][CH2:12][N:11]([C:15]2[N:19]([CH2:20][CH2:21][CH2:22][C:23](=[O:25])[CH3:24])[C:18]3[CH:26]=[CH:27][CH:28]=[CH:29][C:17]=3[N:16]=2)[CH2:10][CH2:9]1)=O)(C)(C)C.ClCCl.[IH:33].O. Given the product [IH:33].[O:25]=[C:23]([CH3:24])[CH2:22][CH2:21][CH2:20][N:19]1[C:18]2[CH:26]=[CH:27][CH:28]=[CH:29][C:17]=2[N:16]=[C:15]1[N:11]1[CH2:12][CH2:13][CH2:14][NH:8][CH2:9][CH2:10]1, predict the reactants needed to synthesize it. (2) Given the product [C:87]1([C:86](=[N:99][C:2]2[C:10]3[C:5](=[CH:6][CH:7]=[CH:8][CH:9]=3)[N:4]([C:11]3[N:19]=[C:18]4[C:14]([N:15]=[C:16]([CH2:21][N:22]5[CH2:27][CH2:26][CH:25]([C:28]([OH:31])([CH3:30])[CH3:29])[CH2:24][CH2:23]5)[N:17]4[CH3:20])=[C:13]([N:32]4[CH2:37][CH2:36][O:35][CH2:34][CH2:33]4)[N:12]=3)[N:3]=2)[C:93]2[CH:94]=[CH:95][CH:96]=[CH:97][CH:98]=2)[CH:92]=[CH:91][CH:90]=[CH:89][CH:88]=1, predict the reactants needed to synthesize it. The reactants are: I[C:2]1[C:10]2[C:5](=[CH:6][CH:7]=[CH:8][CH:9]=2)[N:4]([C:11]2[N:19]=[C:18]3[C:14]([N:15]=[C:16]([CH2:21][N:22]4[CH2:27][CH2:26][CH:25]([C:28]([OH:31])([CH3:30])[CH3:29])[CH2:24][CH2:23]4)[N:17]3[CH3:20])=[C:13]([N:32]3[CH2:37][CH2:36][O:35][CH2:34][CH2:33]3)[N:12]=2)[N:3]=1.C1(P(C2C=CC=CC=2)C2C3OC4C(=CC=CC=4P(C4C=CC=CC=4)C4C=CC=CC=4)C(C)(C)C=3C=CC=2)C=CC=CC=1.C(=O)([O-])[O-].[Cs+].[Cs+].[C:86](=[NH:99])([C:93]1[CH:98]=[CH:97][CH:96]=[CH:95][CH:94]=1)[C:87]1[CH:92]=[CH:91][CH:90]=[CH:89][CH:88]=1. (3) Given the product [C:1]([O:5][C:6]([NH:7][C@@H:8]([C@@H:16]1[CH2:21][CH2:20][C@H:19]([O:22][S:34]([CH3:33])(=[O:36])=[O:35])[CH2:18][CH2:17]1)[C:9](=[O:15])[N:10]1[CH2:11][CH2:12][CH2:13][CH2:14]1)=[O:23])([CH3:4])([CH3:2])[CH3:3], predict the reactants needed to synthesize it. The reactants are: [C:1]([O:5][C:6](=[O:23])[NH:7][C@@H:8]([C@H:16]1[CH2:21][CH2:20][C@@H:19]([OH:22])[CH2:18][CH2:17]1)[C:9](=[O:15])[N:10]1[CH2:14][CH2:13][CH2:12][CH2:11]1)([CH3:4])([CH3:3])[CH3:2].C(N(C(C)C)CC)(C)C.[CH3:33][S:34](Cl)(=[O:36])=[O:35]. (4) Given the product [Cl:27][C:24]1[CH:23]=[CH:22][C:21]([NH:20][C:12]2[C:13]3[C:14](=[O:19])[NH:15][CH:16]=[CH:17][C:18]=3[N:10]([C@:7]3([CH2:28][C:29]#[N:30])[CH2:6][CH2:5][C@@H:4]([C:1]([OH:3])([CH3:31])[CH3:2])[O:9][CH2:8]3)[N:11]=2)=[CH:26][CH:25]=1, predict the reactants needed to synthesize it. The reactants are: [C:1]([C@H:4]1[O:9][CH2:8][C@:7]([CH2:28][C:29]#[N:30])([N:10]2[C:18]3[CH:17]=[CH:16][NH:15][C:14](=[O:19])[C:13]=3[C:12]([NH:20][C:21]3[CH:26]=[CH:25][C:24]([Cl:27])=[CH:23][CH:22]=3)=[N:11]2)[CH2:6][CH2:5]1)(=[O:3])[CH3:2].[CH3:31][Mg]Br. (5) Given the product [C:13]([C:15]1([C:29]2[CH:30]=[CH:31][CH:32]=[CH:33][CH:34]=2)[C:16]2([CH2:17][CH2:18][N:19]([C:22]([O:24][C:25]([CH3:28])([CH3:27])[CH3:26])=[O:23])[CH2:20][CH2:21]2)[CH2:7]1)#[N:14], predict the reactants needed to synthesize it. The reactants are: [I-].C[S+](C)(C)=O.[CH3:7]C(C)([O-])C.[K+].[C:13]([C:15]([C:29]1[CH:34]=[CH:33][CH:32]=[CH:31][CH:30]=1)=[C:16]1[CH2:21][CH2:20][N:19]([C:22]([O:24][C:25]([CH3:28])([CH3:27])[CH3:26])=[O:23])[CH2:18][CH2:17]1)#[N:14]. (6) Given the product [CH2:1]([O:3][C:4]([N:6]1[C:15]2[C:10](=[N:11][C:12]([O:16][CH:56]([F:58])[F:57])=[CH:13][CH:14]=2)[C@@H:9]([NH:17][C:18]2[N:23]=[C:22]([CH2:24][C:25]3[CH:30]=[C:29]([C:31]([F:34])([F:33])[F:32])[CH:28]=[C:27]([C:35]([F:38])([F:36])[F:37])[CH:26]=3)[C:21]([N:39]3[CH2:40][CH2:41][O:42][CH2:43][CH2:44]3)=[CH:20][N:19]=2)[CH2:8][C@H:7]1[CH2:45][CH3:46])=[O:5])[CH3:2], predict the reactants needed to synthesize it. The reactants are: [CH2:1]([O:3][C:4]([N:6]1[C:15]2[C:10](=[N:11][C:12]([OH:16])=[CH:13][CH:14]=2)[C@@H:9]([NH:17][C:18]2[N:23]=[C:22]([CH2:24][C:25]3[CH:30]=[C:29]([C:31]([F:34])([F:33])[F:32])[CH:28]=[C:27]([C:35]([F:38])([F:37])[F:36])[CH:26]=3)[C:21]([N:39]3[CH2:44][CH2:43][O:42][CH2:41][CH2:40]3)=[CH:20][N:19]=2)[CH2:8][C@H:7]1[CH2:45][CH3:46])=[O:5])[CH3:2].C(=O)([O-])[O-].[Cs+].[Cs+].COC(=O)[C:56](Cl)([F:58])[F:57].C(O)(=O)CC(CC(O)=O)(C(O)=O)O. (7) The reactants are: NC1C=CC(OC2C=C3C(=CC=2)OC(C2C=CC=CC=2)CC3)=NC=1.[CH3:25][O:26][C:27]1[CH:28]=[C:29]([CH:33]2[CH2:42][CH:41]([OH:43])[C:40]3[C:35](=[CH:36][CH:37]=[C:38]([O:44][C:45]4[CH:50]=[CH:49][C:48]([N+:51]([O-])=O)=[CH:47][N:46]=4)[CH:39]=3)[O:34]2)[CH:30]=[CH:31][CH:32]=1. Given the product [NH2:51][C:48]1[CH:49]=[CH:50][C:45]([O:44][C:38]2[CH:39]=[C:40]3[C:35](=[CH:36][CH:37]=2)[O:34][CH:33]([C:29]2[CH:30]=[CH:31][CH:32]=[C:27]([O:26][CH3:25])[CH:28]=2)[CH2:42][CH:41]3[OH:43])=[N:46][CH:47]=1, predict the reactants needed to synthesize it.